Dataset: NCI-60 drug combinations with 297,098 pairs across 59 cell lines. Task: Regression. Given two drug SMILES strings and cell line genomic features, predict the synergy score measuring deviation from expected non-interaction effect. (1) Drug 1: C1CN1P(=S)(N2CC2)N3CC3. Drug 2: C1=NC(=NC(=O)N1C2C(C(C(O2)CO)O)O)N. Cell line: NCI/ADR-RES. Synergy scores: CSS=21.0, Synergy_ZIP=-8.13, Synergy_Bliss=-5.19, Synergy_Loewe=-3.71, Synergy_HSA=-2.55. (2) Drug 1: CNC(=O)C1=CC=CC=C1SC2=CC3=C(C=C2)C(=NN3)C=CC4=CC=CC=N4. Drug 2: CC1C(C(CC(O1)OC2CC(CC3=C2C(=C4C(=C3O)C(=O)C5=CC=CC=C5C4=O)O)(C(=O)C)O)N)O. Cell line: HOP-92. Synergy scores: CSS=37.7, Synergy_ZIP=1.49, Synergy_Bliss=1.63, Synergy_Loewe=-22.3, Synergy_HSA=1.38. (3) Drug 1: CN(C(=O)NC(C=O)C(C(C(CO)O)O)O)N=O. Drug 2: CC1C(C(CC(O1)OC2CC(CC3=C2C(=C4C(=C3O)C(=O)C5=C(C4=O)C(=CC=C5)OC)O)(C(=O)CO)O)N)O.Cl. Cell line: SNB-19. Synergy scores: CSS=39.9, Synergy_ZIP=-2.56, Synergy_Bliss=-5.02, Synergy_Loewe=-11.3, Synergy_HSA=-2.52. (4) Drug 1: CC1=C(C=C(C=C1)NC(=O)C2=CC=C(C=C2)CN3CCN(CC3)C)NC4=NC=CC(=N4)C5=CN=CC=C5. Drug 2: CC12CCC3C(C1CCC2O)C(CC4=C3C=CC(=C4)O)CCCCCCCCCS(=O)CCCC(C(F)(F)F)(F)F. Cell line: NCIH23. Synergy scores: CSS=-1.71, Synergy_ZIP=-2.06, Synergy_Bliss=-2.73, Synergy_Loewe=-8.24, Synergy_HSA=-6.29.